Dataset: NCI-60 drug combinations with 297,098 pairs across 59 cell lines. Task: Regression. Given two drug SMILES strings and cell line genomic features, predict the synergy score measuring deviation from expected non-interaction effect. (1) Drug 1: CN1CCC(CC1)COC2=C(C=C3C(=C2)N=CN=C3NC4=C(C=C(C=C4)Br)F)OC. Drug 2: CC1OCC2C(O1)C(C(C(O2)OC3C4COC(=O)C4C(C5=CC6=C(C=C35)OCO6)C7=CC(=C(C(=C7)OC)O)OC)O)O. Cell line: OVCAR-5. Synergy scores: CSS=33.5, Synergy_ZIP=-1.89, Synergy_Bliss=5.13, Synergy_Loewe=5.55, Synergy_HSA=8.09. (2) Synergy scores: CSS=19.8, Synergy_ZIP=-6.95, Synergy_Bliss=-1.62, Synergy_Loewe=-2.55, Synergy_HSA=-1.69. Drug 1: C1=CC(=CC=C1CC(C(=O)O)N)N(CCCl)CCCl.Cl. Cell line: HS 578T. Drug 2: C1CC(C1)(C(=O)O)C(=O)O.[NH2-].[NH2-].[Pt+2].